Dataset: Forward reaction prediction with 1.9M reactions from USPTO patents (1976-2016). Task: Predict the product of the given reaction. (1) Given the reactants [Cl:1][C:2]1[CH:25]=[CH:24][CH:23]=[C:22]([Cl:26])[C:3]=1[C:4]([NH:6][CH:7]([CH2:12][C:13]1[CH:18]=[CH:17][C:16]([N+:19]([O-])=O)=[CH:15][CH:14]=1)[C:8]([O:10][CH3:11])=[O:9])=[O:5], predict the reaction product. The product is: [NH2:19][C:16]1[CH:17]=[CH:18][C:13]([CH2:12][CH:7]([NH:6][C:4](=[O:5])[C:3]2[C:22]([Cl:26])=[CH:23][CH:24]=[CH:25][C:2]=2[Cl:1])[C:8]([O:10][CH3:11])=[O:9])=[CH:14][CH:15]=1. (2) Given the reactants [NH2:1][C:2]([C:4]1[CH:5]=[C:6](B(O)O)[CH:7]=[CH:8][CH:9]=1)=[O:3].FC(F)(F)S(O[C:19]1[CH:20]=[C:21]2[C:26](=[CH:27][CH:28]=1)[CH2:25][N:24]([C:29]([O:31][C:32]([CH3:35])([CH3:34])[CH3:33])=[O:30])[CH2:23][CH2:22]2)(=O)=O.N#N.[O-]P([O-])([O-])=O.[K+].[K+].[K+], predict the reaction product. The product is: [NH2:1][C:2]([C:4]1[CH:5]=[C:6]([C:19]2[CH:20]=[C:21]3[C:26](=[CH:27][CH:28]=2)[CH2:25][N:24]([C:29]([O:31][C:32]([CH3:35])([CH3:34])[CH3:33])=[O:30])[CH2:23][CH2:22]3)[CH:7]=[CH:8][CH:9]=1)=[O:3]. (3) Given the reactants [CH2:1]([C:3]1[CH:8]=[CH:7][C:6](I)=[CH:5][C:4]=1[CH:10]1[C:16](=[O:17])[CH:15]2[CH2:18][CH:12]([CH2:13][CH2:14]2)[C:11]1=[O:19])[CH3:2].[Cl-].[Li+].C([Mg]Cl)(C)C.[B:27](OC)([O:30]C)[O:28]C, predict the reaction product. The product is: [O:17]=[C:16]1[CH:10]([C:4]2[CH:5]=[C:6]([B:27]([OH:30])[OH:28])[CH:7]=[CH:8][C:3]=2[CH2:1][CH3:2])[C:11](=[O:19])[CH:12]2[CH2:18][CH:15]1[CH2:14][CH2:13]2. (4) Given the reactants [Br:1][C:2]1[CH:3]=[C:4]([C:9]2[O:10][C:11]3[CH:17]=[CH:16][CH:15]=[C:14]([F:18])[C:12]=3[N:13]=2)[C:5]([NH2:8])=[N:6][CH:7]=1.[C:19](=[O:30])([O:25][C:26]([CH3:29])([CH3:28])[CH3:27])OC(C)(C)C, predict the reaction product. The product is: [Br:1][C:2]1[CH:3]=[C:4]([C:9]2[O:10][C:11]3[CH:17]=[CH:16][CH:15]=[C:14]([F:18])[C:12]=3[N:13]=2)[C:5]([N:8]([C:19]([O:25][C:26]([CH3:27])([CH3:28])[CH3:29])=[O:30])[C:19](=[O:30])[O:25][C:26]([CH3:29])([CH3:28])[CH3:27])=[N:6][CH:7]=1. (5) Given the reactants [F:1][C:2]([F:35])([CH2:8][C:9]1[CH:14]=[CH:13][C:12]([C:15]2[N:19]([C:20]3[CH:25]=[CH:24][C:23]([O:26][CH:27]([CH3:29])[CH3:28])=[C:22]([C:30]([F:33])([F:32])[F:31])[CH:21]=3)[CH2:18][O:17][N:16]=2)=[C:11]([CH3:34])[CH:10]=1)[C:3]([O:5]CC)=[O:4].C(OC1C=CC(C2N=C(C3C=CC(CCC(OC)=O)=CC=3C)ON=2)=CC=1C(F)(F)F)(C)C, predict the reaction product. The product is: [F:35][C:2]([F:1])([CH2:8][C:9]1[CH:14]=[CH:13][C:12]([C:15]2[N:19]([C:20]3[CH:25]=[CH:24][C:23]([O:26][CH:27]([CH3:29])[CH3:28])=[C:22]([C:30]([F:31])([F:32])[F:33])[CH:21]=3)[CH2:18][O:17][N:16]=2)=[C:11]([CH3:34])[CH:10]=1)[C:3]([OH:5])=[O:4]. (6) Given the reactants [NH2:1][C:2]1[CH:7]=[CH:6][C:5]([OH:8])=[CH:4][C:3]=1[N+:9]([O-:11])=[O:10].C(=O)([O-])[O-].[Cs+].[Cs+].[O:18]1[CH2:21][CH:20](OS(C2C=CC(C)=CC=2)(=O)=O)[CH2:19]1, predict the reaction product. The product is: [N+:9]([C:3]1[CH:4]=[C:5]([O:8][CH:20]2[CH2:21][O:18][CH2:19]2)[CH:6]=[CH:7][C:2]=1[NH2:1])([O-:11])=[O:10]. (7) Given the reactants [CH:1]([O:5][C:6]1[CH:7]=[C:8]([CH:12]=[CH:13][CH:14]=1)[C:9]([OH:11])=O)([CH2:3][CH3:4])[CH3:2].[NH2:15][C@@H:16]1[C@H:20]2[O:21][CH2:22][C@H:23]([NH:24][C:25]([CH:27]3[CH2:29][CH2:28]3)=[O:26])[C@H:19]2[O:18][CH2:17]1, predict the reaction product. The product is: [CH:1]([O:5][C:6]1[CH:7]=[C:8]([CH:12]=[CH:13][CH:14]=1)[C:9]([NH:15][C@H:16]1[CH2:17][O:18][C@@H:19]2[C@@H:23]([NH:24][C:25]([CH:27]3[CH2:28][CH2:29]3)=[O:26])[CH2:22][O:21][C@H:20]12)=[O:11])([CH2:3][CH3:4])[CH3:2]. (8) Given the reactants FC1C=[C:4]([C:10]2[N:11]=[C:12]3[CH:17]=[C:16]([NH:18][CH3:19])[CH:15]=[CH:14][N:13]3[CH:20]=2)[CH:5]=[CH:6][C:7]=1OC.CNC1C=CN=C(N)C=1.BrCC(C1[N:38](C)[N:37]=[C:36](C)C=1)=O, predict the reaction product. The product is: [CH3:36][N:37]1[C:4]([C:10]2[N:11]=[C:12]3[CH:17]=[C:16]([NH:18][CH3:19])[CH:15]=[CH:14][N:13]3[CH:20]=2)=[CH:5][C:6]([CH3:7])=[N:38]1. (9) Given the reactants [CH:1]([C:5]1[CH:10]=[CH:9][CH:8]=[CH:7][CH:6]=1)([CH2:3][CH3:4])[CH3:2].P(Cl)(Cl)(Cl)(Cl)Cl.[Cl:17][S:18](O)(=[O:20])=[O:19], predict the reaction product. The product is: [CH:1]([C:5]1[CH:10]=[CH:9][C:8]([S:18]([Cl:17])(=[O:20])=[O:19])=[CH:7][CH:6]=1)([CH2:3][CH3:4])[CH3:2].